This data is from Peptide-MHC class II binding affinity with 134,281 pairs from IEDB. The task is: Regression. Given a peptide amino acid sequence and an MHC pseudo amino acid sequence, predict their binding affinity value. This is MHC class II binding data. The peptide sequence is EKKYFAATQFLPLAA. The MHC is HLA-DQA10401-DQB10402 with pseudo-sequence HLA-DQA10401-DQB10402. The binding affinity (normalized) is 0.265.